Dataset: Reaction yield outcomes from USPTO patents with 853,638 reactions. Task: Predict the reaction yield, written as a fraction of the theoretical maximum amount of product (1.0 means a 100% yield; for example, 0.34 means a 34% yield). (1) The catalyst is C(O)CCC. The reactants are [Cl:1][C:2]1[CH:7]=[CH:6][C:5]([N:8]2[C:14](=[O:15])[CH2:13][C:12](=S)[NH:11][C:10]3[CH:17]=[CH:18][CH:19]=[CH:20][C:9]2=3)=[CH:4][CH:3]=1.[C:21]([NH:24][NH2:25])(=O)[CH3:22]. The product is [Cl:1][C:2]1[CH:7]=[CH:6][C:5]([N:8]2[C:14](=[O:15])[CH2:13][C:12]3=[N:25][N:24]=[C:21]([CH3:22])[N:11]3[C:10]3[CH:17]=[CH:18][CH:19]=[CH:20][C:9]2=3)=[CH:4][CH:3]=1. The yield is 0.400. (2) The reactants are Br[C:2]1[CH:7]=[CH:6][C:5]([C@@H:8]([N:10]2[CH2:15][CH2:14][C@:13]([CH2:22][C:23]([OH:26])([CH3:25])[CH3:24])([C:16]3[CH:21]=[CH:20][CH:19]=[CH:18][CH:17]=3)[O:12][C:11]2=[O:27])[CH3:9])=[CH:4][CH:3]=1.[CH3:28][C:29]1([CH3:45])[C:33]([CH3:35])([CH3:34])[O:32][B:31]([B:31]2[O:32][C:33]([CH3:35])([CH3:34])[C:29]([CH3:45])([CH3:28])[O:30]2)[O:30]1.CC([O-])=O.[K+]. The catalyst is CS(C)=O.C1C=CC(P([C]2[CH][CH][CH][CH]2)C2C=CC=CC=2)=CC=1.C1C=CC(P([C]2[CH][CH][CH][CH]2)C2C=CC=CC=2)=CC=1.Cl[Pd]Cl.[Fe]. The product is [OH:26][C:23]([CH3:25])([CH3:24])[CH2:22][C@@:13]1([C:16]2[CH:21]=[CH:20][CH:19]=[CH:18][CH:17]=2)[O:12][C:11](=[O:27])[N:10]([C@H:8]([C:5]2[CH:6]=[CH:7][C:2]([B:31]3[O:32][C:33]([CH3:35])([CH3:34])[C:29]([CH3:45])([CH3:28])[O:30]3)=[CH:3][CH:4]=2)[CH3:9])[CH2:15][CH2:14]1. The yield is 0.600. (3) The reactants are Cl[C:2](OC1C=CC([N+]([O-])=O)=CC=1)=[O:3].[Cl:14][C:15]1[C:16]([CH3:22])=[CH:17][C:18]([OH:21])=[CH:19][CH:20]=1.CCN(C(C)C)C(C)C.CS(O)(=O)=O.[NH2:37][CH2:38][C:39]1[CH:40]=[C:41]2[C:45](=[CH:46][CH:47]=1)[C:44](=[O:48])[N:43]([CH:49]1[CH2:54][CH2:53][C:52](=[O:55])[NH:51][C:50]1=[O:56])[CH2:42]2. The catalyst is CC#N. The product is [Cl:14][C:15]1[CH:20]=[CH:19][C:18]([O:21][C:2](=[O:3])[NH:37][CH2:38][C:39]2[CH:40]=[C:41]3[C:45](=[CH:46][CH:47]=2)[C:44](=[O:48])[N:43]([CH:49]2[CH2:54][CH2:53][C:52](=[O:55])[NH:51][C:50]2=[O:56])[CH2:42]3)=[CH:17][C:16]=1[CH3:22]. The yield is 0.140. (4) The reactants are [CH2:1]([O:8][C:9]1[C:10]([CH3:17])=[C:11]([CH2:15][OH:16])[CH:12]=[CH:13][CH:14]=1)[C:2]1[CH:7]=[CH:6][CH:5]=[CH:4][CH:3]=1.CC(OI1(OC(C)=O)(OC(C)=O)OC(=O)C2C=CC=CC1=2)=O. The catalyst is O1CCCC1. The product is [CH2:1]([O:8][C:9]1[C:10]([CH3:17])=[C:11]([CH:12]=[CH:13][CH:14]=1)[CH:15]=[O:16])[C:2]1[CH:3]=[CH:4][CH:5]=[CH:6][CH:7]=1. The yield is 0.840. (5) The reactants are Cl.[C:2]([S:5][CH:6]1[CH2:11][CH2:10][NH:9][CH2:8]/[C:7]/1=[CH:12]\[C:13]1[CH:18]=[CH:17][CH:16]=[CH:15][CH:14]=1)(=[O:4])[CH3:3].Br[CH:20]([C:26]1[CH:31]=[CH:30][CH:29]=[CH:28][C:27]=1[F:32])[C:21]([CH:23]1[CH2:25][CH2:24]1)=[O:22].C(=O)([O-])[O-].[K+].[K+]. The catalyst is CN(C)C=O.C(OCC)(=O)C. The product is [C:2]([S:5][CH:6]1[CH2:11][CH2:10][N:9]([CH:20]([C:26]2[CH:31]=[CH:30][CH:29]=[CH:28][C:27]=2[F:32])[C:21]([CH:23]2[CH2:24][CH2:25]2)=[O:22])[CH2:8]/[C:7]/1=[CH:12]\[C:13]1[CH:14]=[CH:15][CH:16]=[CH:17][CH:18]=1)(=[O:4])[CH3:3]. The yield is 0.680. (6) The reactants are [NH2:1][C:2]1[CH:3]=[CH:4][C:5]2[C:9]([CH:10]=1)=[N:8][N:7]1[C:11](=[O:28])[CH:12]=[C:13]([CH:15]3[CH2:20][CH2:19][N:18](C(OC(C)(C)C)=O)[CH2:17][CH2:16]3)[NH:14][C:6]=21.[ClH:29]. The catalyst is CO.O1CCOCC1. The product is [ClH:29].[NH2:1][C:2]1[CH:3]=[CH:4][C:5]2[C:9]([CH:10]=1)=[N:8][N:14]1[C:13]([CH:15]3[CH2:20][CH2:19][NH:18][CH2:17][CH2:16]3)=[CH:12][C:11](=[O:28])[NH:7][C:6]=21. The yield is 0.640. (7) The yield is 0.890. The product is [CH2:11]([O:10][C:8]([CH:5]1[CH2:4][CH2:3][CH:2]([O:1][Si:22]([C:18]([CH3:21])([CH3:20])[CH3:19])([C:29]2[CH:30]=[CH:31][CH:32]=[CH:33][CH:34]=2)[C:23]2[CH:28]=[CH:27][CH:26]=[CH:25][CH:24]=2)[CH2:7][CH2:6]1)=[O:9])[CH3:12]. The catalyst is ClCCl. The reactants are [OH:1][CH:2]1[CH2:7][CH2:6][CH:5]([C:8]([O:10][CH2:11][CH3:12])=[O:9])[CH2:4][CH2:3]1.N1C=CN=C1.[C:18]([Si:22](Cl)([C:29]1[CH:34]=[CH:33][CH:32]=[CH:31][CH:30]=1)[C:23]1[CH:28]=[CH:27][CH:26]=[CH:25][CH:24]=1)([CH3:21])([CH3:20])[CH3:19].O. (8) The catalyst is C1(OC)C=CC=CC=1.C([O-])(O)=O.[Na+].C(OCC)(=O)C.Cl[Pd](Cl)([P](C1C=CC=CC=1)(C1C=CC=CC=1)C1C=CC=CC=1)[P](C1C=CC=CC=1)(C1C=CC=CC=1)C1C=CC=CC=1. The reactants are I[C:2]1[CH:10]=[C:9]2[C:5]([C:6](/[CH:19]=[CH:20]/[C:21]3[CH:26]=[CH:25][CH:24]=[CH:23][N:22]=3)=[N:7][N:8]2[CH2:11][O:12][CH2:13][CH2:14][Si:15]([CH3:18])([CH3:17])[CH3:16])=[CH:4][CH:3]=1.[C:27](=[O:30])([O-])[O-].[K+].[K+].C([N:35]([CH2:38][CH3:39])CC)C.[C:40]([O:43][CH2:44][CH3:45])(=[O:42])C.[CH3:46][CH2:47][CH2:48][CH2:49]CC. The yield is 0.790. The product is [CH3:14][Si:15]([CH3:17])([CH3:16])[CH2:45][CH2:44][O:43][C:40](=[O:42])[NH:35][C:38]1[CH:39]=[CH:49][CH:48]=[C:47]([C:27]([C:2]2[CH:10]=[C:9]3[C:5]([C:6]([CH2:19][CH2:20][C:21]4[CH:26]=[CH:25][CH:24]=[CH:23][N:22]=4)=[N:7][N:8]3[CH2:11][O:12][CH2:13][CH2:14][Si:15]([CH3:18])([CH3:17])[CH3:16])=[CH:4][CH:3]=2)=[O:30])[CH:46]=1. (9) The reactants are [C:1]([O:5][C:6]([N:8]1[CH2:15][CH2:14][CH2:13][C@@H:9]1[C:10]([OH:12])=O)=[O:7])([CH3:4])([CH3:3])[CH3:2].C(OC(Cl)=O)C(C)C.Cl.[CH3:25][NH:26][O:27][CH3:28]. The catalyst is C(Cl)Cl.C(N(CC)CC)C. The product is [C:1]([O:5][C:6]([N:8]1[CH2:15][CH2:14][CH2:13][C@@H:9]1[C:10]([N:26]([O:27][CH3:28])[CH3:25])=[O:12])=[O:7])([CH3:2])([CH3:3])[CH3:4]. The yield is 0.760. (10) The reactants are [OH:1][C:2]1[CH:3]=[C:4]([CH:7]=[CH:8][CH:9]=1)[CH:5]=[O:6].[CH2:10](Cl)[C:11]1[CH:16]=[CH:15][CH:14]=[CH:13][CH:12]=1.C([O-])([O-])=O.[K+].[K+]. The catalyst is CCO.N[C@H](C(O)=O)CC1C=C2C(C=CC=C2)=CC=1. The product is [CH2:10]([O:1][C:2]1[CH:3]=[C:4]([CH:7]=[CH:8][CH:9]=1)[CH:5]=[O:6])[C:11]1[CH:16]=[CH:15][CH:14]=[CH:13][CH:12]=1. The yield is 0.960.